Dataset: Full USPTO retrosynthesis dataset with 1.9M reactions from patents (1976-2016). Task: Predict the reactants needed to synthesize the given product. Given the product [CH3:1][C:2]1[C:6]([C:7]2[CH:8]=[C:9]3[N:15]([CH:16]([C:18]4[CH:23]=[CH:22][CH:21]=[CH:20][CH:19]=4)[CH3:17])[CH:14]=[C:13]([C:24]4[NH:25][N:26]=[C:27]([C:29]([F:31])([F:32])[F:30])[CH:28]=4)[C:10]3=[N:11][CH:12]=2)=[C:5]([CH3:39])[O:4][N:3]=1, predict the reactants needed to synthesize it. The reactants are: [CH3:1][C:2]1[C:6]([C:7]2[CH:8]=[C:9]3[N:15]([CH:16]([C:18]4[CH:23]=[CH:22][CH:21]=[CH:20][CH:19]=4)[CH3:17])[CH:14]=[C:13]([C:24]4[N:25](C5CCCCO5)[N:26]=[C:27]([C:29]([F:32])([F:31])[F:30])[CH:28]=4)[C:10]3=[N:11][CH:12]=2)=[C:5]([CH3:39])[O:4][N:3]=1.Cl.C(=O)([O-])[O-].[K+].[K+].